The task is: Predict the reactants needed to synthesize the given product.. This data is from Full USPTO retrosynthesis dataset with 1.9M reactions from patents (1976-2016). (1) Given the product [F:1][C:2]1[CH:3]=[CH:4][C:5]([O:18][CH:19]([CH3:21])[CH3:20])=[C:6]([N:8]2[CH2:13][CH2:12][N:11]([CH2:14][CH2:15][CH2:16][N:17]3[C:24](=[O:25])[C:23]([CH3:22])=[C:27]([CH3:28])[C:26]3=[O:29])[CH2:10][CH2:9]2)[CH:7]=1, predict the reactants needed to synthesize it. The reactants are: [F:1][C:2]1[CH:3]=[CH:4][C:5]([O:18][CH:19]([CH3:21])[CH3:20])=[C:6]([N:8]2[CH2:13][CH2:12][N:11]([CH2:14][CH2:15][CH2:16][NH2:17])[CH2:10][CH2:9]2)[CH:7]=1.[CH3:22][C:23]1[C:24](=O)[O:25][C:26](=[O:29])[C:27]=1[CH3:28]. (2) Given the product [CH2:11]([N:1]1[CH2:9][CH2:8][CH:4]([C:5]([NH2:7])=[O:6])[CH2:3][CH2:2]1)[CH2:12][CH2:13][CH2:14][CH2:15][CH2:16][CH2:17][CH3:18], predict the reactants needed to synthesize it. The reactants are: [NH:1]1[CH2:9][CH2:8][CH:4]([C:5]([NH2:7])=[O:6])[CH2:3][CH2:2]1.I[CH2:11][CH2:12][CH2:13][CH2:14][CH2:15][CH2:16][CH2:17][CH3:18].C(=O)([O-])[O-].[K+].[K+]. (3) The reactants are: [CH3:1][N:2]1[CH2:7][CH2:6][N:5]([C:8]2[N:13]=[CH:12][C:11]([CH2:14][CH2:15][NH:16][C:17]([C:19]3[CH:24]=[CH:23][C:22]([C:25]4[CH:30]=[CH:29][C:28]([Cl:31])=[CH:27][CH:26]=4)=[CH:21][C:20]=3[NH2:32])=[O:18])=[CH:10][CH:9]=2)[CH2:4][CH2:3]1.[CH:33](O)=O. Given the product [Cl:31][C:28]1[CH:29]=[CH:30][C:25]([C:22]2[CH:21]=[C:20]3[C:19]([C:17](=[O:18])[N:16]([CH2:15][CH2:14][C:11]4[CH:12]=[N:13][C:8]([N:5]5[CH2:6][CH2:7][N:2]([CH3:1])[CH2:3][CH2:4]5)=[CH:9][CH:10]=4)[CH:33]=[N:32]3)=[CH:24][CH:23]=2)=[CH:26][CH:27]=1, predict the reactants needed to synthesize it. (4) The reactants are: [Br:1][C:2]1[CH:3]=[CH:4][C:5]2[N:9]=[N:8][N:7]([CH2:10][C:11]3[N:16]=[N:15][C:14]([NH2:17])=[CH:13][CH:12]=3)[C:6]=2[CH:18]=1.Br[CH2:20][C:21](=O)[C:22]([O:24][CH2:25][CH3:26])=[O:23].C([O-])(O)=O.[Na+].CC1C=CC(S(O)(=O)=O)=CC=1. Given the product [Br:1][C:2]1[CH:3]=[CH:4][C:5]2[N:9]=[N:8][N:7]([CH2:10][C:11]3[CH:12]=[CH:13][C:14]4[N:15]([CH:20]=[C:21]([C:22]([O:24][CH2:25][CH3:26])=[O:23])[N:17]=4)[N:16]=3)[C:6]=2[CH:18]=1, predict the reactants needed to synthesize it. (5) Given the product [OH:2][C:3]12[CH2:9][C:6]([CH2:10][CH2:11][CH:12]([CH3:18])[C:13]([O:15][CH2:16][CH3:17])=[O:14])([CH2:5][CH2:4]1)[CH2:7][CH2:8]2, predict the reactants needed to synthesize it. The reactants are: C[O:2][C:3]12[CH2:9][C:6]([CH2:10][CH2:11][CH:12]([CH3:18])[C:13]([O:15][CH2:16][CH3:17])=[O:14])([CH2:7][CH2:8]1)[CH2:5][CH2:4]2.[Si](I)(C)(C)C. (6) Given the product [CH2:17]([C:16]1[CH:2]=[C:3]2[N:4]([CH:15]=1)[CH:5]=[CH:6][C:7]([C:9]([O:11][CH:12]([CH3:14])[CH3:13])=[O:10])=[CH:8]2)[CH2:18][CH2:19][CH3:20], predict the reactants needed to synthesize it. The reactants are: [Br-].[CH3:2][C:3]1[CH:8]=[C:7]([C:9]([O:11][CH:12]([CH3:14])[CH3:13])=[O:10])[CH:6]=[CH:5][N+:4]=1[CH2:15][C:16](=O)[CH2:17][CH2:18][CH2:19][CH3:20].C([O-])([O-])=O.[Na+].[Na+]. (7) Given the product [F:14][C:15]1[CH:20]=[C:19]([F:21])[CH:18]=[CH:17][C:16]=1[CH:22]([F:43])[CH:23]1[CH2:28][CH2:27][N:26]([C:29]2[N:34]=[C:33]3[CH2:35][N:36]([C:3]([N:2]([CH3:6])[CH3:1])=[O:4])[CH2:37][CH2:38][C:32]3=[N:31][C:30]=2[NH:39][CH:40]([CH3:41])[CH3:42])[CH2:25][CH2:24]1.[C:8]([OH:9])([C:10]([F:13])([F:12])[F:11])=[O:7], predict the reactants needed to synthesize it. The reactants are: [CH3:1][N:2]([CH3:6])[C:3](Cl)=[O:4].[OH:7][C:8]([C:10]([F:13])([F:12])[F:11])=[O:9].[F:14][C:15]1[CH:20]=[C:19]([F:21])[CH:18]=[CH:17][C:16]=1[CH:22]([F:43])[CH:23]1[CH2:28][CH2:27][N:26]([C:29]2[N:34]=[C:33]3[CH2:35][NH:36][CH2:37][CH2:38][C:32]3=[N:31][C:30]=2[NH:39][CH:40]([CH3:42])[CH3:41])[CH2:25][CH2:24]1.C(N(CC)CC)C.